From a dataset of Catalyst prediction with 721,799 reactions and 888 catalyst types from USPTO. Predict which catalyst facilitates the given reaction. (1) Reactant: [H-].[Na+].[C:3](#[N:7])[CH2:4][C:5]#[N:6].Br[C:9]([C:15]1[N:16]=[C:17]([CH3:20])[O:18][CH:19]=1)([CH3:14])[C:10]([O:12][CH3:13])=[O:11]. Product: [C:5]([CH:4]([C:3]#[N:7])[C:9]([CH3:14])([C:15]1[N:16]=[C:17]([CH3:20])[O:18][CH:19]=1)[C:10]([O:12][CH3:13])=[O:11])#[N:6]. The catalyst class is: 3. (2) Reactant: [CH3:1][O:2][C:3](=[O:15])[C:4]1[CH:9]=[CH:8][C:7]([CH2:10][OH:11])=[C:6]([N+:12]([O-])=O)[CH:5]=1.[NH4+].[Cl-]. Product: [CH3:1][O:2][C:3](=[O:15])[C:4]1[CH:9]=[CH:8][C:7]([CH2:10][OH:11])=[C:6]([NH2:12])[CH:5]=1. The catalyst class is: 447. (3) Reactant: [Br:1]N1C(=O)CCC1=O.[CH2:9]([C:15]1[CH:19]=[CH:18][S:17][CH:16]=1)[CH2:10][CH2:11][CH2:12][CH2:13][CH3:14].O. Product: [Br:1][C:16]1[S:17][CH:18]=[CH:19][C:15]=1[CH2:9][CH2:10][CH2:11][CH2:12][CH2:13][CH3:14]. The catalyst class is: 1. (4) Reactant: [NH2:1][C:2]1[C:3]2[N:4]([C:8]([CH2:27][CH:28]3[CH2:33][CH2:32][N:31]([C:34](=[O:37])[CH2:35]Cl)[CH2:30][CH2:29]3)=[N:9][C:10]=2[C:11]2[CH:20]=[C:19]3[C:14]([CH:15]=[CH:16][C:17]([C:21]4[CH:26]=[CH:25][CH:24]=[CH:23][CH:22]=4)=[N:18]3)=[CH:13][CH:12]=2)[CH:5]=[CH:6][N:7]=1.[CH3:38][NH:39][CH3:40]. Product: [NH2:1][C:2]1[C:3]2[N:4]([C:8]([CH2:27][CH:28]3[CH2:33][CH2:32][N:31]([C:34](=[O:37])[CH2:35][N:39]([CH3:40])[CH3:38])[CH2:30][CH2:29]3)=[N:9][C:10]=2[C:11]2[CH:20]=[C:19]3[C:14]([CH:15]=[CH:16][C:17]([C:21]4[CH:26]=[CH:25][CH:24]=[CH:23][CH:22]=4)=[N:18]3)=[CH:13][CH:12]=2)[CH:5]=[CH:6][N:7]=1. The catalyst class is: 1. (5) Reactant: ClC1C=C(Cl)C2N(C(C(O)=O)=CN=2)N=1.[Br:15][C:16]1[C:17]2[N:18]([C:23]([C:26]([OH:28])=O)=[CH:24][N:25]=2)[N:19]=[C:20]([Cl:22])[CH:21]=1.C(Cl)(=O)C(Cl)=O.CN(C)C=O.[F:40][C:41]1[CH:46]=[C:45]([NH2:47])[CH:44]=[CH:43][N:42]=1.C(N(CC)CC)C.ClC1C=C(Cl)C2N(C(C(NC3C=CN=C(F)C=3)=O)=CN=2)N=1. Product: [Br:15][C:16]1[C:17]2[N:18]([C:23]([C:26]([NH:47][C:45]3[CH:44]=[CH:43][N:42]=[C:41]([F:40])[CH:46]=3)=[O:28])=[CH:24][N:25]=2)[N:19]=[C:20]([Cl:22])[CH:21]=1. The catalyst class is: 26. (6) Reactant: Br[C:2]1[CH:3]=[C:4]2[C:12](=[CH:13][CH:14]=1)[O:11][C:7]1([CH2:10][CH2:9][CH2:8]1)[CH2:6][CH2:5]2.C([Li])CCC.[CH3:20][O:21][C:22]1[CH:29]=[CH:28][C:27]([C:30]2([OH:69])[C@H:35]([O:36][CH2:37][C:38]3[CH:43]=[CH:42][CH:41]=[CH:40][CH:39]=3)[C@@H:34]([O:44][CH2:45][C:46]3[CH:51]=[CH:50][CH:49]=[CH:48][CH:47]=3)[C@H:33]([O:52][CH2:53][C:54]3[CH:59]=[CH:58][CH:57]=[CH:56][CH:55]=3)[C@@H:32]([CH2:60][O:61][CH2:62][C:63]3[CH:68]=[CH:67][CH:66]=[CH:65][CH:64]=3)[O:31]2)=[CH:26][C:23]=1[CH:24]=[O:25]. Product: [CH3:20][O:21][C:22]1[CH:29]=[CH:28][C:27]([C:30]2([OH:69])[C@H:35]([O:36][CH2:37][C:38]3[CH:39]=[CH:40][CH:41]=[CH:42][CH:43]=3)[C@@H:34]([O:44][CH2:45][C:46]3[CH:51]=[CH:50][CH:49]=[CH:48][CH:47]=3)[C@H:33]([O:52][CH2:53][C:54]3[CH:55]=[CH:56][CH:57]=[CH:58][CH:59]=3)[C@@H:32]([CH2:60][O:61][CH2:62][C:63]3[CH:64]=[CH:65][CH:66]=[CH:67][CH:68]=3)[O:31]2)=[CH:26][C:23]=1[C:24]([C:2]1[CH:3]=[C:4]2[C:12](=[CH:13][CH:14]=1)[O:11][C:7]1([CH2:10][CH2:9][CH2:8]1)[CH2:6][CH2:5]2)=[O:25]. The catalyst class is: 182. (7) Reactant: [OH:1][C:2]1[CH:11]=[C:10]2[C:5]([C:6]([O:12][C:13]3[CH:22]=[C:21]4[C:16]([CH:17]=[CH:18][CH:19]=[N:20]4)=[CH:15][CH:14]=3)=[N:7][CH:8]=[N:9]2)=[CH:4][C:3]=1[O:23][CH3:24].C(=O)([O-])[O-].[K+].[K+].O[CH2:32][CH2:33][N:34]1[CH2:39][CH2:38][O:37][CH2:36][CH2:35]1. Product: [CH3:24][O:23][C:3]1[CH:4]=[C:5]2[C:10](=[CH:11][C:2]=1[O:1][CH2:32][CH2:33][N:34]1[CH2:39][CH2:38][O:37][CH2:36][CH2:35]1)[N:9]=[CH:8][N:7]=[C:6]2[O:12][C:13]1[CH:22]=[C:21]2[C:16]([CH:17]=[CH:18][CH:19]=[N:20]2)=[CH:15][CH:14]=1. The catalyst class is: 3. (8) Reactant: [Cl:1][C:2]1[CH:3]=[C:4]([CH:7]=[C:8]([O:10][C:11]2[C:16](=[O:17])[N:15]([CH2:18][C:19]3[CH:24]=[C:23]([CH:25](O)[CH3:26])[C:22](=[O:28])[NH:21][N:20]=3)[CH:14]=[N:13][C:12]=2[C:29]([F:32])([F:31])[F:30])[CH:9]=1)[C:5]#[N:6].CCN(S(F)(F)[F:39])CC. Product: [Cl:1][C:2]1[CH:3]=[C:4]([CH:7]=[C:8]([O:10][C:11]2[C:16](=[O:17])[N:15]([CH2:18][C:19]3[CH:24]=[C:23]([CH:25]([F:39])[CH3:26])[C:22](=[O:28])[NH:21][N:20]=3)[CH:14]=[N:13][C:12]=2[C:29]([F:31])([F:30])[F:32])[CH:9]=1)[C:5]#[N:6]. The catalyst class is: 4. (9) Product: [CH3:12][NH:13][C:14]1[C:15]([CH2:16][OH:17])=[CH:19][CH:20]=[CH:21][N:22]=1. Reactant: [H-].[Al+3].[Li+].[H-].[H-].[H-].O1CCCC1.[CH3:12][NH:13][C:14]1[N:22]=[CH:21][CH:20]=[CH:19][C:15]=1[C:16](O)=[O:17].[OH-].[Na+]. The catalyst class is: 13. (10) Reactant: [NH2:1][C:2]1[CH:3]=[N:4][CH:5]=[CH:6][C:7]=1[CH:8]1[CH2:13][CH2:12][CH2:11][CH:10]([N:14]2[C:22](=[O:23])[C:21]3[C:16](=[CH:17][CH:18]=[CH:19][CH:20]=3)[C:15]2=[O:24])[CH2:9]1.[Br:25][C:26]1[N:31]=[C:30]([C:32](O)=[O:33])[CH:29]=[CH:28][C:27]=1[F:35]. Product: [Br:25][C:26]1[N:31]=[C:30]([C:32]([NH:1][C:2]2[CH:3]=[N:4][CH:5]=[CH:6][C:7]=2[C@@H:8]2[CH2:13][CH2:12][CH2:11][C@H:10]([N:14]3[C:15](=[O:24])[C:16]4[C:21](=[CH:20][CH:19]=[CH:18][CH:17]=4)[C:22]3=[O:23])[CH2:9]2)=[O:33])[CH:29]=[CH:28][C:27]=1[F:35]. The catalyst class is: 25.